From a dataset of Catalyst prediction with 721,799 reactions and 888 catalyst types from USPTO. Predict which catalyst facilitates the given reaction. (1) The catalyst class is: 5. Product: [Cl:1][C:2]1[CH:3]=[C:4]([O:13][CH:14]2[CH2:19][CH2:18][N:17]([CH3:20])[CH2:16][CH2:15]2)[C:5]([CH3:12])=[C:6]([CH:11]=1)[C:7]([NH:24][CH2:25][C:26]1[C:31](=[O:32])[CH:30]=[C:29]([CH3:33])[NH:28][C:27]=1[CH3:34])=[O:9]. Reactant: [Cl:1][C:2]1[CH:3]=[C:4]([O:13][CH:14]2[CH2:19][CH2:18][N:17]([CH3:20])[CH2:16][CH2:15]2)[C:5]([CH3:12])=[C:6]([CH:11]=1)[C:7]([O:9]C)=O.[OH-].[Na+].Cl.[NH2:24][CH2:25][C:26]1[C:31](=[O:32])[CH:30]=[C:29]([CH3:33])[NH:28][C:27]=1[CH3:34].ON1C2N=CC=CC=2N=N1.C(Cl)CCl.CN1CCOCC1.C(=O)(O)[O-].[Na+]. (2) Reactant: C[O:2][C:3]([C:5]1[C:10]([NH:11][CH2:12][CH2:13][S:14][C:15]([C:28]2[CH:33]=[CH:32][CH:31]=[CH:30][CH:29]=2)([C:22]2[CH:27]=[CH:26][CH:25]=[CH:24][CH:23]=2)[C:16]2[CH:21]=[CH:20][CH:19]=[CH:18][CH:17]=2)=[N:9][CH:8]=[CH:7][N:6]=1)=[O:4].[Li+:34].[OH-].O. Product: [C:15]([S:14][CH2:13][CH2:12][NH:11][C:10]1[C:5]([C:3]([O-:4])=[O:2])=[N:6][CH:7]=[CH:8][N:9]=1)([C:28]1[CH:33]=[CH:32][CH:31]=[CH:30][CH:29]=1)([C:16]1[CH:17]=[CH:18][CH:19]=[CH:20][CH:21]=1)[C:22]1[CH:23]=[CH:24][CH:25]=[CH:26][CH:27]=1.[Li+:34]. The catalyst class is: 36.